Predict the reaction yield, written as a fraction of the theoretical maximum amount of product (1.0 means a 100% yield; for example, 0.34 means a 34% yield). From a dataset of Reaction yield outcomes from USPTO patents with 853,638 reactions. (1) The reactants are [F:1][C:2]([F:13])([F:12])[CH2:3][O:4][C:5]1[CH:10]=[CH:9][C:8]([NH2:11])=[CH:7][CH:6]=1.Br[CH2:15][CH2:16][CH:17]=[CH2:18].C([O-])([O-])=O.[Cs+].[Cs+]. The catalyst is CN(C=O)C. The product is [CH2:18]([NH:11][C:8]1[CH:7]=[CH:6][C:5]([O:4][CH2:3][C:2]([F:12])([F:13])[F:1])=[CH:10][CH:9]=1)[CH2:17][CH:16]=[CH2:15]. The yield is 0.220. (2) The reactants are [C:1]([NH:4][C@H:5]1[C@@H:11]([OH:12])[C@H:10]([OH:13])[C@@H:9]([CH2:14][OH:15])[O:8][CH:6]1[OH:7])(=[O:3])[CH3:2].C(O[C:20](=[O:22])[CH3:21])(=O)C. The catalyst is N1C=CC=CC=1.CN(C1C=CN=CC=1)C. The product is [C:1]([O:7][CH:6]1[O:8][C@H:9]([CH2:14][O:15][C:20](=[O:22])[CH3:21])[C@@H:10]([O:13][C:9](=[O:8])[CH3:10])[C@H:11]([O:12][C:6](=[O:7])[CH3:5])[C@@H:5]1[NH:4][C:1](=[O:3])[CH3:2])(=[O:3])[CH3:2]. The yield is 0.940. (3) The yield is 0.0500. The reactants are [NH2:1][C:2]1[S:3][C:4]2[CH:10]=[CH:9][CH:8]=[C:7]([O:11][CH3:12])[C:5]=2[N:6]=1.[OH:13][C:14]1[N:19]=[C:18]([C:20](Cl)=[O:21])[CH:17]=[CH:16][CH:15]=1. The product is [CH3:12][O:11][C:7]1[C:5]2[N:6]=[C:2]([NH:1][C:20]([C:18]3[CH:17]=[CH:16][CH:15]=[C:14]([OH:13])[N:19]=3)=[O:21])[S:3][C:4]=2[CH:10]=[CH:9][CH:8]=1. No catalyst specified. (4) The reactants are [C:1]([NH:4][CH2:5][C:6]1[CH:7]=[C:8]2[C:12](=[CH:13][CH:14]=1)[N:11]([C:15]1[CH:20]=[CH:19][CH:18]=[C:17]([C:21]#[C:22][C@:23]3([OH:30])[CH2:27][CH2:26][N:25]([CH3:28])[C:24]3=[O:29])[CH:16]=1)[N:10]=[C:9]2[C:31]([O:33]C)=O)(=[O:3])[CH3:2].[NH3:35]. The catalyst is CO. The product is [C:1]([NH:4][CH2:5][C:6]1[CH:7]=[C:8]2[C:12](=[CH:13][CH:14]=1)[N:11]([C:15]1[CH:20]=[CH:19][CH:18]=[C:17]([C:21]#[C:22][C@:23]3([OH:30])[CH2:27][CH2:26][N:25]([CH3:28])[C:24]3=[O:29])[CH:16]=1)[N:10]=[C:9]2[C:31]([NH2:35])=[O:33])(=[O:3])[CH3:2]. The yield is 0.270.